From a dataset of Reaction yield outcomes from USPTO patents with 853,638 reactions. Predict the reaction yield, written as a fraction of the theoretical maximum amount of product (1.0 means a 100% yield; for example, 0.34 means a 34% yield). (1) The reactants are [F:1][C:2]1[CH:7]=[CH:6][CH:5]=[C:4]([F:8])[C:3]=1[C:9]1[C:14]([F:15])=[CH:13][CH:12]=[C:11]([CH3:16])[N:10]=1.[O-:17][Mn](=O)(=O)=O.[K+].[OH2:23]. No catalyst specified. The product is [F:1][C:2]1[CH:7]=[CH:6][CH:5]=[C:4]([F:8])[C:3]=1[C:9]1[N:10]=[C:11]([C:16]([OH:17])=[O:23])[CH:12]=[CH:13][C:14]=1[F:15]. The yield is 0.320. (2) The reactants are [CH3:1][C:2]1[C:10]([C:11]2[N:12]=[CH:13][C:14]([NH2:17])=[N:15][CH:16]=2)=[CH:9][C:8]2[CH2:7][CH2:6][O:5][C:4]=2[CH:3]=1.[F:18][C:19]1[CH:27]=[CH:26][CH:25]=[C:24]([F:28])[C:20]=1[C:21](Cl)=[O:22].CCN(C(C)C)C(C)C.C([O-])(O)=O.[Na+].C(Cl)Cl. The catalyst is C(Cl)Cl. The product is [F:18][C:19]1[CH:27]=[CH:26][CH:25]=[C:24]([F:28])[C:20]=1[C:21]([NH:17][C:14]1[CH:13]=[N:12][C:11]([C:10]2[C:2]([CH3:1])=[CH:3][C:4]3[O:5][CH2:6][CH2:7][C:8]=3[CH:9]=2)=[CH:16][N:15]=1)=[O:22]. The yield is 0.753. (3) The reactants are [Cl:1][C:2]1[CH:3]=[CH:4][C:5]2[N:11]3[CH2:12][C@H:8]([CH2:9][CH2:10]3)[NH:7][C:6]=2[N:13]=1.[H-].[Na+].[N:16]1[CH:21]=[CH:20][CH:19]=[CH:18][C:17]=1[N:22]1C(=O)N2C=CC=CC2=N[C:23]1=[O:33]. The catalyst is CC1CCCO1. The product is [Cl:1][C:2]1[CH:3]=[CH:4][C:5]2[N:11]3[CH2:12][C@H:8]([CH2:9][CH2:10]3)[N:7]([C:23]([NH:22][C:17]3[CH:18]=[CH:19][CH:20]=[CH:21][N:16]=3)=[O:33])[C:6]=2[N:13]=1.[Cl:1][C:2]1[CH:3]=[CH:4][C:5]2[N:11]3[CH2:12][C@H:8]([CH2:9][CH2:10]3)[N:7]([C:23]([NH:22][C:17]3[CH:18]=[CH:19][CH:20]=[CH:21][N:16]=3)=[O:33])[C:6]=2[N:13]=1. The yield is 0.780. (4) The reactants are [H-].[Na+].[C:3]1([C:9]2[NH:10][C:11]3[C:16]([CH:17]=2)=[CH:15][CH:14]=[CH:13][CH:12]=3)[CH:8]=[CH:7][CH:6]=[CH:5][CH:4]=1.Cl[CH2:19][C:20]1[CH:51]=[CH:50][C:23]([CH2:24][N:25]([S:38]([C:41]2[CH:46]=[CH:45][CH:44]=[CH:43][C:42]=2[N+:47]([O-:49])=[O:48])(=[O:40])=[O:39])[C:26]2[CH:31]=[CH:30][C:29]([CH2:32][CH2:33][C:34]([O:36][CH3:37])=[O:35])=[CH:28][CH:27]=2)=[CH:22][CH:21]=1.C(O)(=O)CC(CC(O)=O)(C(O)=O)O.[N+](C1C=CC=CC=1S(N(CC1C=CC(CN2C3C(=CC=CC=3)C=C2C2C=CC=CC=2)=CC=1)C1C=CC(CCC(OC)=O)=CC=1)(=O)=O)([O-])=O. The catalyst is CN(C)C=O.O. The product is [N+:47]([C:42]1[CH:43]=[CH:44][CH:45]=[CH:46][C:41]=1[S:38]([N:25]([CH2:24][C:23]1[CH:22]=[CH:21][C:20]([CH2:19][C:17]2[C:16]3[C:11](=[CH:12][CH:13]=[CH:14][CH:15]=3)[NH:10][C:9]=2[C:3]2[CH:8]=[CH:7][CH:6]=[CH:5][CH:4]=2)=[CH:51][CH:50]=1)[C:26]1[CH:31]=[CH:30][C:29]([CH2:32][CH2:33][C:34]([O:36][CH3:37])=[O:35])=[CH:28][CH:27]=1)(=[O:40])=[O:39])([O-:49])=[O:48]. The yield is 0.320. (5) The reactants are [C:1]([C:3]1[CH:4]=[CH:5][C:6]([N:14]2[CH2:19][CH2:18][CH2:17][C@H:16]([NH:20]C(=O)OCC3C=CC=CC=3)[CH2:15]2)=[C:7]2[C:11]=1[NH:10][C:9]([CH3:12])=[C:8]2[CH3:13])#[N:2].[OH:31]S(O)(=O)=O.[OH-].[K+]. No catalyst specified. The product is [NH2:20][C@H:16]1[CH2:17][CH2:18][CH2:19][N:14]([C:6]2[CH:5]=[CH:4][C:3]([C:1]([NH2:2])=[O:31])=[C:11]3[C:7]=2[C:8]([CH3:13])=[C:9]([CH3:12])[NH:10]3)[CH2:15]1. The yield is 0.990. (6) The reactants are C[Si](C)(C)[N-][Si](C)(C)C.[Li+].[N+:11]([C:14]1[CH:15]=[C:16]([CH2:20][C:21]([O:23][CH3:24])=[O:22])[CH:17]=[CH:18][CH:19]=1)([O-:13])=[O:12].I[CH3:26].[Cl-].[NH4+]. The catalyst is C1COCC1. The product is [N+:11]([C:14]1[CH:15]=[C:16]([CH:20]([CH3:26])[C:21]([O:23][CH3:24])=[O:22])[CH:17]=[CH:18][CH:19]=1)([O-:13])=[O:12]. The yield is 0.300. (7) The reactants are [NH2:1][C:2]1[C:7]([C:8]#[N:9])=[C:6]([F:10])[C:5]([Br:11])=[CH:4][CH:3]=1.F[B-](F)(F)F.[O:17]=[N+:18]=[O:19]. The catalyst is C(#N)C.[Cl-].[Na+].O. The product is [NH2:1][C:2]1[C:3]([N+:18]([O-:19])=[O:17])=[CH:4][C:5]([Br:11])=[C:6]([F:10])[C:7]=1[C:8]#[N:9]. The yield is 0.520. (8) The product is [Br:1][C:2]1[CH:7]=[CH:6][C:5]([CH:8]([O:10][C:11]2[CH:16]=[CH:15][C:14]([S:21][C:22]3[CH:27]=[CH:26][C:25]([OH:28])=[CH:24][CH:23]=3)=[C:13]([N+:18]([O-:20])=[O:19])[CH:12]=2)[CH3:9])=[CH:4][CH:3]=1. The reactants are [Br:1][C:2]1[CH:7]=[CH:6][C:5]([CH:8]([O:10][C:11]2[CH:16]=[CH:15][C:14](Cl)=[C:13]([N+:18]([O-:20])=[O:19])[CH:12]=2)[CH3:9])=[CH:4][CH:3]=1.[SH:21][C:22]1[CH:27]=[CH:26][C:25]([OH:28])=[CH:24][CH:23]=1.C([O-])([O-])=O.[K+].[K+].O. The catalyst is CN(C=O)C. The yield is 0.680. (9) The reactants are Cl[CH2:2][C:3](Cl)=[O:4].[N+:6]([C:9]1[CH:19]=[CH:18][C:12]2[NH:13][CH2:14][CH2:15][CH2:16][O:17][C:11]=2[CH:10]=1)([O-:8])=[O:7].[CH2:20]([N:22](CC)[CH2:23][CH3:24])[CH3:21].N1CCCC1. The catalyst is CN(C)C1C=CN=CC=1.C(#N)C.C(Cl)Cl.O. The product is [N+:6]([C:9]1[CH:19]=[CH:18][C:12]2[N:13]([C:3](=[O:4])[CH2:2][N:22]3[CH2:23][CH2:24][CH2:21][CH2:20]3)[CH2:14][CH2:15][CH2:16][O:17][C:11]=2[CH:10]=1)([O-:8])=[O:7]. The yield is 0.740.